Dataset: Full USPTO retrosynthesis dataset with 1.9M reactions from patents (1976-2016). Task: Predict the reactants needed to synthesize the given product. (1) Given the product [CH3:11][C:12]1[N:13]=[CH:14][C:15]([C:18]2[O:1][N:2]=[C:3]([C:4]3[CH:5]=[N:6][CH:7]=[CH:8][CH:9]=3)[N:10]=2)=[N:16][CH:17]=1, predict the reactants needed to synthesize it. The reactants are: [OH:1][N:2]=[C:3]([NH2:10])[C:4]1[CH:9]=[CH:8][CH:7]=[N:6][CH:5]=1.[CH3:11][C:12]1[N:13]=[CH:14][C:15]([C:18](O)=O)=[N:16][CH:17]=1.N. (2) Given the product [N+:22]([C:17]1[CH:18]=[CH:19][C:20]([NH:1][CH2:2][CH2:3][OH:4])=[CH:15][CH:16]=1)([O-:24])=[O:23], predict the reactants needed to synthesize it. The reactants are: [NH2:1][CH2:2][CH2:3][OH:4].C(N(CC)C(C)C)(C)C.F[C:15]1[CH:20]=[CH:19][C:18](O)=[C:17]([N+:22]([O-:24])=[O:23])[CH:16]=1. (3) Given the product [CH:53]1([N:46]2[C:47]3[C:42](=[CH:41][CH:40]=[C:39]([C:7]4[CH:6]=[C:5]5[C:10](=[CH:9][CH:8]=4)[C@@H:2]([CH3:1])[N:3]([C:19]([C:26]4[CH:27]=[CH:28][CH:29]=[CH:30][CH:31]=4)([C:32]4[CH:33]=[CH:34][CH:35]=[CH:36][CH:37]=4)[C:20]4[CH:21]=[CH:22][CH:23]=[CH:24][CH:25]=4)[CH2:4]5)[C:48]=3[O:49][CH:50]([F:51])[F:52])[C:43](=[O:57])[NH:44][C:45]2=[O:56])[CH2:54][CH2:55]1, predict the reactants needed to synthesize it. The reactants are: [CH3:1][C@@H:2]1[C:10]2[C:5](=[CH:6][C:7](B3OCCNCCO3)=[CH:8][CH:9]=2)[CH2:4][N:3]1[C:19]([C:32]1[CH:37]=[CH:36][CH:35]=[CH:34][CH:33]=1)([C:26]1[CH:31]=[CH:30][CH:29]=[CH:28][CH:27]=1)[C:20]1[CH:25]=[CH:24][CH:23]=[CH:22][CH:21]=1.Br[C:39]1[C:48]([O:49][CH:50]([F:52])[F:51])=[C:47]2[C:42]([C:43](=[O:57])[NH:44][C:45](=[O:56])[N:46]2[CH:53]2[CH2:55][CH2:54]2)=[CH:41][CH:40]=1.C(=O)([O-])[O-].[Na+].[Na+]. (4) Given the product [CH3:9][O:8][C:6]([C@H:4]1[CH2:5][C@@H:3]1[C:10]([OH:12])=[O:11])=[O:7], predict the reactants needed to synthesize it. The reactants are: [OH-].[K+].[C@H:3]1([C:10]([O:12]C)=[O:11])[CH2:5][C@@H:4]1[C:6]([O:8][CH3:9])=[O:7]. (5) Given the product [CH3:6][C@H:7]([C@H:28]([CH3:32])[CH2:29][CH2:30][CH3:31])[C:8]([N:10]1[C@@H:14]([C:15]2[CH:20]=[CH:19][CH:18]=[CH:17][CH:16]=2)[C@@H:13]([C:21]2[CH:26]=[CH:25][CH:24]=[CH:23][CH:22]=2)[O:12][C:11]1=[O:27])=[O:9], predict the reactants needed to synthesize it. The reactants are: [Li+].[Cl-].C[Mg]Cl.[CH3:6]/[C:7](=[CH:28]\[CH2:29][CH2:30][CH3:31])/[C:8]([N:10]1[C@@H:14]([C:15]2[CH:20]=[CH:19][CH:18]=[CH:17][CH:16]=2)[C@@H:13]([C:21]2[CH:26]=[CH:25][CH:24]=[CH:23][CH:22]=2)[O:12][C:11]1=[O:27])=[O:9].[C:32](O)(=O)C. (6) Given the product [Cl:18][C:19]1[CH:26]=[CH:25][C:22]([CH2:23][NH:24][C:2]2[S:3][C:4]([C:7]([C:9]3[C:17]4[C:12](=[N:13][CH:14]=[CH:15][CH:16]=4)[NH:11][CH:10]=3)=[O:8])=[CH:5][N:6]=2)=[CH:21][CH:20]=1, predict the reactants needed to synthesize it. The reactants are: Br[C:2]1[S:3][C:4]([C:7]([C:9]2[C:17]3[C:12](=[N:13][CH:14]=[CH:15][CH:16]=3)[NH:11][CH:10]=2)=[O:8])=[CH:5][N:6]=1.[Cl:18][C:19]1[CH:26]=[CH:25][C:22]([CH2:23][NH2:24])=[CH:21][CH:20]=1.C(N(CC)C(C)C)(C)C.O. (7) Given the product [CH2:34]([NH:1][C:2]1[C:10]2[C:5](=[N:6][C:7]([C:11]3[S:12][CH:13]=[CH:14][CH:15]=3)=[CH:8][CH:9]=2)[S:4][C:3]=1[C:16]([NH:18][C:19]1[CH:24]=[CH:23][CH:22]=[C:21]([C:25]([F:27])([F:28])[F:26])[CH:20]=1)=[O:17])[CH3:35], predict the reactants needed to synthesize it. The reactants are: [NH2:1][C:2]1[C:10]2[C:5](=[N:6][C:7]([C:11]3[S:12][CH:13]=[CH:14][CH:15]=3)=[CH:8][CH:9]=2)[S:4][C:3]=1[C:16]([NH:18][C:19]1[CH:24]=[CH:23][CH:22]=[C:21]([C:25]([F:28])([F:27])[F:26])[CH:20]=1)=[O:17].F[B-](F)(F)F.[CH2:34]([O+](CC)CC)[CH3:35].